Predict the reactants needed to synthesize the given product. From a dataset of Full USPTO retrosynthesis dataset with 1.9M reactions from patents (1976-2016). The reactants are: [C:1]1([C:7]2[C:16]([CH2:17][N:18]3[CH2:23][CH2:22][N:21]([S:24](=[O:27])(=[O:26])[NH2:25])[CH2:20][CH2:19]3)=[C:15]([C:28](O)=[O:29])[C:14]3[C:9](=[CH:10][CH:11]=[CH:12][CH:13]=3)[N:8]=2)[CH:6]=[CH:5][CH:4]=[CH:3][CH:2]=1.C(N(CC)CC)C.F[P-](F)(F)(F)(F)F.N1(OC(N(C)C)=[N+](C)C)C2C=CC=CC=2N=N1.[C:62]1([C@@H:68]([NH2:71])[CH2:69][CH3:70])[CH:67]=[CH:66][CH:65]=[CH:64][CH:63]=1. Given the product [C:62]1([C@@H:68]([NH:71][C:28]([C:15]2[C:14]3[C:9](=[CH:10][CH:11]=[CH:12][CH:13]=3)[N:8]=[C:7]([C:1]3[CH:6]=[CH:5][CH:4]=[CH:3][CH:2]=3)[C:16]=2[CH2:17][N:18]2[CH2:23][CH2:22][N:21]([S:24](=[O:26])(=[O:27])[NH2:25])[CH2:20][CH2:19]2)=[O:29])[CH2:69][CH3:70])[CH:67]=[CH:66][CH:65]=[CH:64][CH:63]=1, predict the reactants needed to synthesize it.